Dataset: Full USPTO retrosynthesis dataset with 1.9M reactions from patents (1976-2016). Task: Predict the reactants needed to synthesize the given product. (1) The reactants are: [NH:1]1[CH2:6][CH2:5][CH:4]([NH:7][C:8](=[O:14])[O:9][C:10]([CH3:13])([CH3:12])[CH3:11])[CH2:3][CH2:2]1.[CH2:15]([N:22]1[CH2:27][CH2:26][C:25](=O)[CH2:24][CH2:23]1)[C:16]1[CH:21]=[CH:20][CH:19]=[CH:18][CH:17]=1.[BH-](OC(C)=O)(OC(C)=O)OC(C)=O.[Na+].C([O-])([O-])=O.[K+].[K+]. Given the product [C:10]([O:9][C:8](=[O:14])[NH:7][CH:4]1[CH2:3][CH2:2][N:1]([CH:25]2[CH2:24][CH2:23][N:22]([CH2:15][C:16]3[CH:21]=[CH:20][CH:19]=[CH:18][CH:17]=3)[CH2:27][CH2:26]2)[CH2:6][CH2:5]1)([CH3:11])([CH3:13])[CH3:12], predict the reactants needed to synthesize it. (2) Given the product [CH3:1][O:2][C:3](=[O:34])[CH:4]([NH2:23])[CH2:5][C:6]1[CH:11]=[CH:10][C:9]([O:12][CH3:13])=[C:8]([CH2:14][NH:15][C:16]([O:18][C:19]([CH3:20])([CH3:21])[CH3:22])=[O:17])[CH:7]=1, predict the reactants needed to synthesize it. The reactants are: [CH3:1][O:2][C:3](=[O:34])[C:4]([NH:23]C(OCC1C=CC=CC=1)=O)=[CH:5][C:6]1[CH:11]=[CH:10][C:9]([O:12][CH3:13])=[C:8]([CH2:14][NH:15][C:16]([O:18][C:19]([CH3:22])([CH3:21])[CH3:20])=[O:17])[CH:7]=1. (3) Given the product [CH2:36]([N:18]([C@H:19]([CH2:20][OH:21])[CH2:22][C:23]1[CH:28]=[CH:27][C:26]([O:29][C:30]2[CH:35]=[CH:34][CH:33]=[CH:32][N:31]=2)=[CH:25][CH:24]=1)[CH2:17][C@@H:16]([C:4]1[CH:5]=[CH:6][C:7]([O:8][CH2:9][C:10]2[CH:11]=[CH:12][CH:13]=[CH:14][CH:15]=2)=[C:2]([NH:1][S:45]([CH3:44])(=[O:47])=[O:46])[CH:3]=1)[OH:43])[C:37]1[CH:42]=[CH:41][CH:40]=[CH:39][CH:38]=1, predict the reactants needed to synthesize it. The reactants are: [NH2:1][C:2]1[CH:3]=[C:4]([C@@H:16]([OH:43])[CH2:17][N:18]([CH2:36][C:37]2[CH:42]=[CH:41][CH:40]=[CH:39][CH:38]=2)[C@@H:19]([CH2:22][C:23]2[CH:28]=[CH:27][C:26]([O:29][C:30]3[CH:35]=[CH:34][CH:33]=[CH:32][N:31]=3)=[CH:25][CH:24]=2)[CH2:20][OH:21])[CH:5]=[CH:6][C:7]=1[O:8][CH2:9][C:10]1[CH:15]=[CH:14][CH:13]=[CH:12][CH:11]=1.[CH3:44][S:45](Cl)(=[O:47])=[O:46].N1C=CC=CC=1.O.